Predict the product of the given reaction. From a dataset of Forward reaction prediction with 1.9M reactions from USPTO patents (1976-2016). (1) Given the reactants [NH:1]1[C:9]2[C:4](=[CH:5][C:6]([C:10]3[N:15]=[C:14]([C:16](O)=[O:17])[CH:13]=[C:12]([N:19]4[CH2:24][CH2:23][O:22][CH2:21][C@@H:20]4[CH3:25])[N:11]=3)=[CH:7][CH:8]=2)[CH:3]=[CH:2]1, predict the reaction product. The product is: [NH:1]1[C:9]2[C:4](=[CH:5][C:6]([C:10]3[N:15]=[C:14]([CH2:16][OH:17])[CH:13]=[C:12]([N:19]4[CH2:24][CH2:23][O:22][CH2:21][C@@H:20]4[CH3:25])[N:11]=3)=[CH:7][CH:8]=2)[CH:3]=[CH:2]1. (2) Given the reactants [F:1][C:2]1[C:3]2[CH:4]=[C:5]3[C:14]4[N:15]=[C:16]([C:19]5[C:20]([N:39]([CH3:44])[S:40]([CH3:43])(=[O:42])=[O:41])=[CH:21][C:22]6[O:26][C:25]([C:27]7[CH:32]=[CH:31][C:30]([F:33])=[CH:29][CH:28]=7)=[C:24]([C:34]([NH:36][CH3:37])=[O:35])[C:23]=6[CH:38]=5)[CH:17]=[CH:18][C:13]=4[O:12][CH2:11][N:6]3[C:7]=2[CH:8]=[CH:9][CH:10]=1.C([Li])CCC.Cl[C:51]([O:53][CH2:54][CH3:55])=[O:52], predict the reaction product. The product is: [F:1][C:2]1[C:3]2[CH:4]=[C:5]3[C:14]4[N:15]=[C:16]([C:19]5[C:20]([N:39]([CH3:44])[S:40]([CH3:43])(=[O:42])=[O:41])=[CH:21][C:22]6[O:26][C:25]([C:27]7[CH:28]=[CH:29][C:30]([F:33])=[CH:31][CH:32]=7)=[C:24]([C:34]([N:36]([CH3:37])[C:51](=[O:52])[O:53][CH2:54][CH3:55])=[O:35])[C:23]=6[CH:38]=5)[CH:17]=[CH:18][C:13]=4[O:12][CH2:11][N:6]3[C:7]=2[CH:8]=[CH:9][CH:10]=1. (3) Given the reactants [NH2:1][C:2]1[N:6]([C:7]2[C:8]([CH3:18])=[CH:9][C:10]([CH3:17])=[C:11]([S:13](Cl)(=O)=O)[CH:12]=2)[N:5]=[C:4]([C:19]([F:22])([F:21])[F:20])[N:3]=1.C(O)C.Cl.O, predict the reaction product. The product is: [NH2:1][C:2]1[N:6]([C:7]2[C:8]([CH3:18])=[CH:9][C:10]([CH3:17])=[C:11]([SH:13])[CH:12]=2)[N:5]=[C:4]([C:19]([F:22])([F:21])[F:20])[N:3]=1. (4) Given the reactants [CH3:1][O:2][C:3]1[CH:4]=[C:5]([C:11]2N=N[C:14]([C:17]3[CH:22]=[CH:21][C:20]([O:23][CH3:24])=[C:19]([O:25][CH3:26])[CH:18]=3)=[N:13][CH:12]=2)[CH:6]=[CH:7][C:8]=1[O:9][CH3:10].[CH:27]12CC(C=C1)C=[CH:28]2, predict the reaction product. The product is: [CH3:26][O:25][C:19]1[CH:18]=[C:17]([C:14]2[CH:28]=[CH:27][C:11]([C:5]3[CH:6]=[CH:7][C:8]([O:9][CH3:10])=[C:3]([O:2][CH3:1])[CH:4]=3)=[CH:12][N:13]=2)[CH:22]=[CH:21][C:20]=1[O:23][CH3:24].